Dataset: Full USPTO retrosynthesis dataset with 1.9M reactions from patents (1976-2016). Task: Predict the reactants needed to synthesize the given product. (1) The reactants are: [NH:1]1[CH:5]=[C:4]([C:6]2[C:7]([C:12]3[CH:17]=[CH:16][C:15]([F:18])=[CH:14][CH:13]=3)=[N:8][O:9][C:10]=2[CH3:11])[N:3]=[CH:2]1.[F:19][C:20]1[CH:21]=[C:22](B(O)O)[CH:23]=[CH:24][C:25]=1[F:26]. Given the product [F:19][C:20]1[CH:21]=[C:22]([N:1]2[CH:5]=[C:4]([C:6]3[C:7]([C:12]4[CH:17]=[CH:16][C:15]([F:18])=[CH:14][CH:13]=4)=[N:8][O:9][C:10]=3[CH3:11])[N:3]=[CH:2]2)[CH:23]=[CH:24][C:25]=1[F:26], predict the reactants needed to synthesize it. (2) Given the product [C:1]([O:4][C@@H:5]1[CH2:22][C@@:20]2([CH3:21])[C@@H:16]([CH2:17][CH2:18][C:19]2=[O:23])[C@H:15]2[C@H:6]1[C@@H:7]1[C:12]([CH2:13][C@H:14]2[CH2:24][CH2:25][CH2:26][CH2:27][CH2:28][CH2:29][CH2:30][CH2:31][CH2:32][OH:33])=[CH:11][C:10](=[O:41])[CH2:9][CH2:8]1)(=[O:3])[CH3:2], predict the reactants needed to synthesize it. The reactants are: [C:1]([O:4][C@@H:5]1[CH2:22][C@@:20]2([CH3:21])[C@@H:16]([CH2:17][CH2:18][C:19]2=[O:23])[C@H:15]2[C@H:6]1[C@@H:7]1[C:12]([CH2:13][C@H:14]2[CH2:24][CH2:25][CH2:26][CH2:27][CH2:28][CH2:29][CH2:30][CH2:31][CH2:32][O:33][Si](C(C)(C)C)(C)C)=[CH:11][C:10](=[O:41])[CH2:9][CH2:8]1)(=[O:3])[CH3:2].S(=O)(=O)(O)O. (3) The reactants are: [NH2:1][C:2]1[C:17]([Cl:18])=[CH:16][C:5]([C:6]([NH:8][CH:9]2[CH2:14][CH2:13][N:12]([CH3:15])[CH2:11][CH2:10]2)=[O:7])=[C:4]([F:19])[CH:3]=1.N[CH:21]1CCN(C)CC1. Given the product [NH2:1][C:2]1[C:17]([Cl:18])=[CH:16][C:5]([C:6]([NH:8][CH:9]2[CH2:14][CH2:13][N:12]([CH2:15][CH3:21])[CH2:11][CH2:10]2)=[O:7])=[C:4]([F:19])[CH:3]=1, predict the reactants needed to synthesize it. (4) Given the product [NH3:1].[Cl:36][C:37]1[CH:38]=[C:39]([CH2:40][NH:1][CH2:2][CH2:3][C:4]2[CH:5]=[CH:6][C:7]([O:8][CH2:9][CH2:10][C:11]3[CH:16]=[CH:15][C:14]([OH:17])=[C:13]([C@@H:18]([C:28]4[CH:29]=[CH:30][CH:31]=[CH:32][CH:33]=4)[CH2:19][CH2:20][N:21]([CH:25]([CH3:26])[CH3:27])[CH:22]([CH3:24])[CH3:23])[CH:12]=3)=[CH:34][CH:35]=2)[CH:42]=[C:43]([F:46])[C:44]=1[OH:45], predict the reactants needed to synthesize it. The reactants are: [NH2:1][CH2:2][CH2:3][C:4]1[CH:35]=[CH:34][C:7]([O:8][CH2:9][CH2:10][C:11]2[CH:16]=[CH:15][C:14]([OH:17])=[C:13]([C@@H:18]([C:28]3[CH:33]=[CH:32][CH:31]=[CH:30][CH:29]=3)[CH2:19][CH2:20][N:21]([CH:25]([CH3:27])[CH3:26])[CH:22]([CH3:24])[CH3:23])[CH:12]=2)=[CH:6][CH:5]=1.[Cl:36][C:37]1[CH:38]=[C:39]([CH:42]=[C:43]([F:46])[C:44]=1[OH:45])[CH:40]=O.S([O-])([O-])(=O)=O.[Mg+2].[BH4-].[Na+]. (5) Given the product [O:16]([N:7]1[C:2]([CH3:11])([CH3:1])[CH2:3][CH2:4][CH2:5][C:6]1([CH3:10])[CH3:9])[C:12]1[CH:14]=[CH:26][CH:21]=[CH:22][CH:13]=1, predict the reactants needed to synthesize it. The reactants are: [CH3:1][C:2]1([CH3:11])[N:7]([O])[C:6]([CH3:10])([CH3:9])[CH2:5][CH2:4][CH2:3]1.[C:12]([O:16]N=O)(C)([CH3:14])[CH3:13].O.N[C:21]1[CH:26]=CC=C[CH:22]=1. (6) The reactants are: [CH3:1][C:2]([O:4][CH2:5][C:6]([C@@H:8]1[C@@:12]2([CH3:27])[CH2:13][CH2:14][C@@H:15]3[C@:25]4([CH3:26])[C:19](=[CH:20][C:21]([CH2:23][CH2:24]4)=[O:22])[CH2:18][CH2:17][C@H:16]3[C@@H:11]2[CH2:10][CH2:9]1)=[O:7])=[O:3].[NH2:28][C@H:29]([C:37]([OH:39])=O)[CH2:30][CH2:31][CH2:32][NH:33][C:34](=[NH:36])[NH2:35].[NH:40](C(OCC1C2C(=CC=CC=2)C2C1=CC=CC=2)=O)[C@H:41]([C:44]([OH:46])=[O:45])[CH2:42][OH:43].CCN(C(C)C)C(C)C.CN(C(ON1N=NC2C=CC=NC1=2)=[N+](C)C)C.F[P-](F)(F)(F)(F)F. Given the product [CH3:1][C:2]([O:4][CH2:5][C:6]([C@@H:8]1[C@@:12]2([CH3:27])[CH2:13][CH2:14][C@@H:15]3[C@:25]4([CH3:26])[C:19](=[CH:20][C:21]([CH2:23][CH2:24]4)=[O:22])[CH2:18][CH2:17][C@H:16]3[C@@H:11]2[CH2:10][CH2:9]1)=[O:7])=[O:3].[NH2:28][C@H:29]([C:37]([NH:40][C@H:41]([C:44]([OH:46])=[O:45])[CH2:42][OH:43])=[O:39])[CH2:30][CH2:31][CH2:32][NH:33][C:34](=[NH:36])[NH2:35], predict the reactants needed to synthesize it. (7) Given the product [ClH:34].[F:1][C:2]1[CH:7]=[C:6]([CH3:8])[CH:5]=[CH:4][C:3]=1[NH:9][C:10]1[C:19]2[C:14](=[CH:15][C:16]([O:29][CH3:30])=[C:17]([CH:20]3[CH2:21][CH2:22][N:23]([CH:26]([CH3:28])[CH3:27])[CH2:24][CH2:25]3)[CH:18]=2)[N:13]=[N:12][C:11]=1[C:31]([NH2:33])=[O:32], predict the reactants needed to synthesize it. The reactants are: [F:1][C:2]1[CH:7]=[C:6]([CH3:8])[CH:5]=[CH:4][C:3]=1[NH:9][C:10]1[C:19]2[C:14](=[CH:15][C:16]([O:29][CH3:30])=[C:17]([C:20]3[CH2:21][CH2:22][N:23]([CH:26]([CH3:28])[CH3:27])[CH2:24][CH:25]=3)[CH:18]=2)[N:13]=[N:12][C:11]=1[C:31]([NH2:33])=[O:32].[ClH:34].